Dataset: Reaction yield outcomes from USPTO patents with 853,638 reactions. Task: Predict the reaction yield, written as a fraction of the theoretical maximum amount of product (1.0 means a 100% yield; for example, 0.34 means a 34% yield). (1) The reactants are [O-:1][S:2]([O-:4])=[O:3].[Na+:5].[Na+].Cl[CH2:8][CH2:9][O:10][C:11]1[CH:16]=[CH:15][CH:14]=[CH:13][CH:12]=1. The catalyst is O. The product is [O:10]([CH2:9][CH2:8][S:2]([O-:4])(=[O:1])=[O:3])[C:11]1[CH:16]=[CH:15][CH:14]=[CH:13][CH:12]=1.[Na+:5]. The yield is 0.870. (2) The reactants are [CH2:1]([C:8]1[CH:14]=[CH:13][C:11]([NH2:12])=[CH:10][CH:9]=1)[C:2]1[CH:7]=[CH:6][CH:5]=[CH:4][CH:3]=1.[C:15]([O:19][C:20]([N:22]1[CH2:28][CH2:27][CH2:26][C@@H:23]1[CH:24]=O)=[O:21])([CH3:18])([CH3:17])[CH3:16].C(O[BH-](OC(=O)C)OC(=O)C)(=O)C.[Na+].C(O)(=O)C. The catalyst is ClC(Cl)C.C([O-])(O)=O.[Na+]. The product is [C:15]([O:19][C:20]([N:22]1[CH2:28][CH2:27][CH2:26][C@@H:23]1[CH2:24][NH:12][C:11]1[CH:10]=[CH:9][C:8]([CH2:1][C:2]2[CH:3]=[CH:4][CH:5]=[CH:6][CH:7]=2)=[CH:14][CH:13]=1)=[O:21])([CH3:18])([CH3:16])[CH3:17]. The yield is 0.850. (3) The reactants are [F:8][C:7]([F:10])([F:9])[C:6](O[C:6](=[O:11])[C:7]([F:10])([F:9])[F:8])=[O:11].[NH2:14][C:15]1[CH:28]=[C:27]2[C:18]([C:19](=[O:31])[N:20]([CH2:29][CH3:30])[C:21]3[CH:22]=[CH:23][CH:24]=[CH:25][C:26]=32)=[CH:17][CH:16]=1.N1C=CC=CC=1. The catalyst is ClCCl. The product is [CH2:29]([N:20]1[C:19](=[O:31])[C:18]2[C:27](=[CH:28][C:15]([NH:14][C:6](=[O:11])[C:7]([F:8])([F:9])[F:10])=[CH:16][CH:17]=2)[C:26]2[CH:25]=[CH:24][CH:23]=[CH:22][C:21]1=2)[CH3:30]. The yield is 0.610. (4) The reactants are C(S([C:11]1[N:12]=[C:13]([NH:21][C@@H:22]([CH2:26][OH:27])[CH2:23][CH2:24][CH3:25])[C:14]2[S:19][C:18](=[O:20])[NH:17][C:15]=2[N:16]=1)(=O)=O)C1C=CC=CC=1.[C:28]1([C@@H:34]([OH:36])[CH3:35])[CH:33]=[CH:32][CH:31]=[CH:30][CH:29]=1.[Li]CCCC. The catalyst is C1COCC1.CS(C)=O. The product is [OH:27][CH2:26][C@H:22]([NH:21][C:13]1[C:14]2[S:19][C:18](=[O:20])[NH:17][C:15]=2[N:16]=[C:11]([O:36][C@H:34]([C:28]2[CH:33]=[CH:32][CH:31]=[CH:30][CH:29]=2)[CH3:35])[N:12]=1)[CH2:23][CH2:24][CH3:25]. The yield is 0.200.